From a dataset of Catalyst prediction with 721,799 reactions and 888 catalyst types from USPTO. Predict which catalyst facilitates the given reaction. (1) Reactant: C[O:2][C:3](=[O:36])[C:4]1[CH:9]=[CH:8][C:7]([CH2:10][N:11]([S:27]([C:30]2[CH:35]=[CH:34][CH:33]=[CH:32][CH:31]=2)(=[O:29])=[O:28])[CH2:12][C:13]2[CH:18]=[CH:17][C:16]([C:19]([F:25])([F:24])[P:20]([OH:23])([OH:22])=[O:21])=[C:15]([Br:26])[CH:14]=2)=[CH:6][CH:5]=1.[OH-].[Na+]. Product: [C:30]1([S:27]([N:11]([CH2:10][C:7]2[CH:6]=[CH:5][C:4]([C:3]([OH:36])=[O:2])=[CH:9][CH:8]=2)[CH2:12][C:13]2[CH:18]=[CH:17][C:16]([C:19]([F:24])([F:25])[P:20]([OH:22])([OH:23])=[O:21])=[C:15]([Br:26])[CH:14]=2)(=[O:28])=[O:29])[CH:31]=[CH:32][CH:33]=[CH:34][CH:35]=1. The catalyst class is: 92. (2) Reactant: C[C:2]1[C:3]([CH3:30])=[C:4]([C:23](=[N:27][O:28][CH3:29])[C:24]([NH2:26])=[O:25])[CH:5]=[C:6]([C:8]2[CH:12]=[CH:11][N:10]([C:13]3[CH:18]=[CH:17][CH:16]=[C:15]([C:19]([F:22])([F:21])[F:20])[CH:14]=3)[N:9]=2)[CH:7]=1.CN.[CH2:33](OCC)C. Product: [CH3:29][O:28][N:27]=[C:23]([C:4]1[CH:5]=[C:6]([C:8]2[CH:12]=[CH:11][N:10]([C:13]3[CH:18]=[CH:17][CH:16]=[C:15]([C:19]([F:22])([F:21])[F:20])[CH:14]=3)[N:9]=2)[CH:7]=[CH:2][C:3]=1[CH3:30])[C:24]([NH:26][CH3:33])=[O:25]. The catalyst class is: 7.